This data is from Reaction yield outcomes from USPTO patents with 853,638 reactions. The task is: Predict the reaction yield, written as a fraction of the theoretical maximum amount of product (1.0 means a 100% yield; for example, 0.34 means a 34% yield). (1) The reactants are [CH:1]1([C:4]2[N:8]([CH2:9][C:10]3[C:15]([F:16])=[CH:14][C:13]([O:17][CH2:18][CH3:19])=[CH:12][C:11]=3[F:20])[N:7]=[C:6]([C:21]3[N:26]=[C:25]([NH:27][C:28]4[CH:33]=[CH:32][N:31]=[CH:30][C:29]=4[C:34]([O:36]CC)=[O:35])[C:24]([O:39][CH3:40])=[CH:23][N:22]=3)[C:5]=2[CH3:41])[CH2:3][CH2:2]1.[OH-].[Na+].C(O)(=O)CC(CC(O)=O)(C(O)=O)O. The catalyst is C1COCC1.CO. The product is [CH:1]1([C:4]2[N:8]([CH2:9][C:10]3[C:11]([F:20])=[CH:12][C:13]([O:17][CH2:18][CH3:19])=[CH:14][C:15]=3[F:16])[N:7]=[C:6]([C:21]3[N:26]=[C:25]([NH:27][C:28]4[C:29]([C:34]([OH:36])=[O:35])=[CH:30][N:31]=[CH:32][CH:33]=4)[C:24]([O:39][CH3:40])=[CH:23][N:22]=3)[C:5]=2[CH3:41])[CH2:3][CH2:2]1. The yield is 0.870. (2) The reactants are [OH:1][C:2]1[CH:3]=[N:4][C:5]([CH3:8])=[CH:6][CH:7]=1.C(=O)([O-])[O-].[K+].[K+].Cl[C:16]1[CH:21]=[CH:20][N:19]=[CH:18][C:17]=1[N+:22]([O-:24])=[O:23].O. The catalyst is CN(C=O)C. The product is [CH3:8][C:5]1[N:4]=[CH:3][C:2]([O:1][C:16]2[CH:21]=[CH:20][N:19]=[CH:18][C:17]=2[N+:22]([O-:24])=[O:23])=[CH:7][CH:6]=1. The yield is 1.00.